From a dataset of Peptide-MHC class I binding affinity with 185,985 pairs from IEDB/IMGT. Regression. Given a peptide amino acid sequence and an MHC pseudo amino acid sequence, predict their binding affinity value. This is MHC class I binding data. (1) The peptide sequence is GYVLGIFLR. The MHC is HLA-A33:01 with pseudo-sequence HLA-A33:01. The binding affinity (normalized) is 0.659. (2) The peptide sequence is KLYPNVDFY. The MHC is HLA-A02:03 with pseudo-sequence HLA-A02:03. The binding affinity (normalized) is 0.362. (3) The peptide sequence is SLVWAPLILAYF. The MHC is HLA-C06:02 with pseudo-sequence HLA-C06:02. The binding affinity (normalized) is 0.0615. (4) The peptide sequence is LYSILSPFL. The MHC is H-2-Kd with pseudo-sequence H-2-Kd. The binding affinity (normalized) is 0.277.